Predict the reaction yield, written as a fraction of the theoretical maximum amount of product (1.0 means a 100% yield; for example, 0.34 means a 34% yield). From a dataset of Reaction yield outcomes from USPTO patents with 853,638 reactions. (1) The reactants are C[O:2][C:3](=[O:22])[C@H:4]([CH2:12][C:13]1[CH:18]=[C:17](I)[C:16]([OH:20])=[C:15](I)[CH:14]=1)[NH:5]C(=O)C(F)(F)F.[IH2+].N12[CH2:34][CH2:33][CH2:32][CH2:31][CH:30]1[CH2:29]CCCN2.C[OH:36]. No catalyst specified. The product is [NH2:5][C@H:4]([C:3]([OH:2])=[O:22])[CH2:12][C:13]1[CH:14]=[CH:15][C:16]([O:20][C:33]2[CH:34]=[CH:29][C:30]([OH:36])=[CH:31][CH:32]=2)=[CH:17][CH:18]=1. The yield is 0.0400. (2) The reactants are Br[C:2]1[C:3]([NH:9][C@@H:10]([C:12]2[CH:17]=[CH:16][CH:15]=[CH:14][CH:13]=2)[CH3:11])=[N:4][C:5]([Cl:8])=[N:6][CH:7]=1.[C:18]([O:23][CH3:24])(=[O:22])[C:19]#[C:20][CH3:21].[Cl-].[Li+].C(=O)([O-])[O-].[K+].[K+]. The catalyst is CN(C)C=O.C([O-])(=O)C.[Pd+2].C([O-])(=O)C. The product is [Cl:8][C:5]1[N:6]=[CH:7][C:2]2[C:19]([C:18]([O:23][CH3:24])=[O:22])=[C:20]([CH3:21])[N:9]([C@@H:10]([C:12]3[CH:17]=[CH:16][CH:15]=[CH:14][CH:13]=3)[CH3:11])[C:3]=2[N:4]=1. The yield is 0.150. (3) The reactants are Cl[C:2]1[N:7]=[C:6]([NH:8][CH2:9][C:10]2[CH:14]=[C:13]([CH3:15])[O:12][C:11]=2[CH3:16])[C:5]([F:17])=[CH:4][N:3]=1.[NH2:18][C:19]1[CH:20]=[C:21]([OH:25])[CH:22]=[CH:23][CH:24]=1. No catalyst specified. The product is [CH3:16][C:11]1[O:12][C:13]([CH3:15])=[CH:14][C:10]=1[CH2:9][NH:8][C:6]1[C:5]([F:17])=[CH:4][N:3]=[C:2]([NH:18][C:19]2[CH:24]=[CH:23][CH:22]=[C:21]([OH:25])[CH:20]=2)[N:7]=1. The yield is 0.510. (4) The reactants are [NH2:1][C:2]1[N:7]=[CH:6][N:5]=[C:4]2[N:8]([CH2:19][C:20]3[N:21]([C:32]4[CH:37]=[CH:36][CH:35]=[CH:34][C:33]=4[CH3:38])[C:22](=[O:31])[C:23]4[C:28]([CH:29]=3)=[CH:27][CH:26]=[CH:25][C:24]=4[CH3:30])[N:9]=[C:10]([C:11]3[CH:16]=[CH:15][CH:14]=[C:13]([O:17]C)[CH:12]=3)[C:3]=12.B(Br)(Br)Br. The catalyst is C(Cl)Cl. The product is [NH2:1][C:2]1[N:7]=[CH:6][N:5]=[C:4]2[N:8]([CH2:19][C:20]3[N:21]([C:32]4[CH:37]=[CH:36][CH:35]=[CH:34][C:33]=4[CH3:38])[C:22](=[O:31])[C:23]4[C:28]([CH:29]=3)=[CH:27][CH:26]=[CH:25][C:24]=4[CH3:30])[N:9]=[C:10]([C:11]3[CH:16]=[CH:15][CH:14]=[C:13]([OH:17])[CH:12]=3)[C:3]=12. The yield is 0.910. (5) The reactants are [C:1]([O:5][C@@H:6]([C:10]1[C:37]([CH3:38])=[N:36][C:35]2=[CH:39][C:32]3=[N:33][N:34]2[C:11]=1[N:12]1[CH2:43][CH2:42][C:15]([CH3:44])([O:16][CH2:17][CH:18]=[CH:19][CH2:20][C@H:21]([CH3:41])[O:22][C:23]2[C:28]([CH2:29][O:30][CH2:31]3)=[CH:27][C:26]([CH3:40])=[CH:25][CH:24]=2)[CH2:14][CH2:13]1)[C:7]([OH:9])=[O:8])([CH3:4])([CH3:3])[CH3:2].[BH4-].[Na+]. The catalyst is C(O)C.CC1C=C(C)C(N2C(=[Ru](Cl)(Cl)=CC3C=CC=CC=3OC(C)C)N(C3C(C)=CC(C)=CC=3C)CC2)=C(C)C=1. The product is [C:1]([O:5][C@@H:6]([C:10]1[C:37]([CH3:38])=[N:36][C:35]2=[CH:39][C:32]3=[N:33][N:34]2[C:11]=1[N:12]1[CH2:13][CH2:14][C:15]([CH3:44])([O:16][CH2:17][CH2:18][CH2:19][CH2:20][C@H:21]([CH3:41])[O:22][C:23]2[C:28]([CH2:29][O:30][CH2:31]3)=[CH:27][C:26]([CH3:40])=[CH:25][CH:24]=2)[CH2:42][CH2:43]1)[C:7]([OH:9])=[O:8])([CH3:4])([CH3:2])[CH3:3]. The yield is 0.0994.